Dataset: Full USPTO retrosynthesis dataset with 1.9M reactions from patents (1976-2016). Task: Predict the reactants needed to synthesize the given product. (1) Given the product [C:11]([O:14][C:15]([NH:17][C@@H:18]([CH2:19][CH2:20][C:21]1[CH:22]=[CH:23][CH:24]=[CH:25][CH:26]=1)[C:27]([NH:30][C@@H:31]([CH2:32][CH:33]([CH3:35])[CH3:34])[C:36]([O:38][CH2:39][C:40]1[CH:45]=[CH:44][CH:43]=[CH:42][CH:41]=1)=[O:37])=[O:29])=[O:16])([CH3:10])([CH3:12])[CH3:13], predict the reactants needed to synthesize it. The reactants are: CCN(C(C)C)C(C)C.[CH3:10][C:11]([O:14][C:15]([NH:17][C@H:18]([C:27]([OH:29])=O)[CH2:19][CH2:20][C:21]1[CH:26]=[CH:25][CH:24]=[CH:23][CH:22]=1)=[O:16])([CH3:13])[CH3:12].[NH2:30][C@H:31]([C:36]([O:38][CH2:39][C:40]1[CH:45]=[CH:44][CH:43]=[CH:42][CH:41]=1)=[O:37])[CH2:32][CH:33]([CH3:35])[CH3:34].CC1C=CC(S(O)(=O)=O)=CC=1.CN(C(ON1N=NC2C=CC=NC1=2)=[N+](C)C)C.F[P-](F)(F)(F)(F)F.Cl. (2) The reactants are: [H-].[Na+:2].[CH3:3][C:4]([CH3:33])([CH3:32])[C:5]#[C:6][C:7]1[S:11][C:10]([C:12]([OH:14])=[O:13])=[C:9]([N:15]([CH:25]2[CH2:30][CH2:29][CH:28]([OH:31])[CH2:27][CH2:26]2)[C:16]([CH:18]2[CH2:23][CH2:22][CH:21]([CH3:24])[CH2:20][CH2:19]2)=[O:17])[CH:8]=1.[N:34]1([C:38]([C:40]2[CH:45]=[CH:44][N:43]=[C:42](Cl)[CH:41]=2)=[O:39])[CH2:37][CH2:36][CH2:35]1.[OH-].[Na+]. Given the product [N:34]1([C:38]([C:40]2[CH:45]=[CH:44][N:43]=[C:42]([O:31][CH:28]3[CH2:29][CH2:30][CH:25]([N:15]([C:9]4[CH:8]=[C:7]([C:6]#[C:5][C:4]([CH3:32])([CH3:3])[CH3:33])[S:11][C:10]=4[C:12]([O-:14])=[O:13])[C:16]([CH:18]4[CH2:23][CH2:22][CH:21]([CH3:24])[CH2:20][CH2:19]4)=[O:17])[CH2:26][CH2:27]3)[CH:41]=2)=[O:39])[CH2:37][CH2:36][CH2:35]1.[Na+:2], predict the reactants needed to synthesize it. (3) The reactants are: [CH3:1][O:2][C:3]1[CH:12]=[C:11]2[C:6]([C:7](=[O:18])[CH:8]=[C:9]([C:13]([O:15][CH2:16][CH3:17])=[O:14])[O:10]2)=[CH:5][CH:4]=1.C([O-])=O.[NH4+]. Given the product [CH3:1][O:2][C:3]1[CH:12]=[C:11]2[C:6]([C:7](=[O:18])[CH2:8][CH:9]([C:13]([O:15][CH2:16][CH3:17])=[O:14])[O:10]2)=[CH:5][CH:4]=1, predict the reactants needed to synthesize it. (4) Given the product [C:28]([O:27][C:25]([N:20]1[CH2:21][CH2:22][C:23]2[N:33]=[C:38]([C:13]3[C:5]([CH:1]4[CH2:4][CH2:3][CH2:2]4)=[CH:6][C:7]([CH3:16])=[C:8]([CH:12]=3)[C:9]([OH:11])=[O:10])[NH:35][C:18]=2[CH2:19]1)=[O:26])([CH3:31])([CH3:30])[CH3:29], predict the reactants needed to synthesize it. The reactants are: [CH:1]1([C:5]2[C:13](C=O)=[CH:12][C:8]([C:9]([OH:11])=[O:10])=[C:7]([CH3:16])[CH:6]=2)[CH2:4][CH2:3][CH2:2]1.Br[CH:18]1[C:23](=O)[CH2:22][CH2:21][N:20]([C:25]([O:27][C:28]([CH3:31])([CH3:30])[CH3:29])=[O:26])[CH2:19]1.[OH-].[NH4+:33].C[N:35]([CH3:38])C=O. (5) Given the product [Br:1][C:2]1[C:11]2[C:6](=[CH:7][CH:8]=[CH:9][CH:10]=2)[C:5]([CH:12]=[O:13])=[CH:4][CH:3]=1, predict the reactants needed to synthesize it. The reactants are: [Br:1][C:2]1[C:11]2[C:6](=[CH:7][CH:8]=[CH:9][CH:10]=2)[C:5]([CH2:12][OH:13])=[CH:4][CH:3]=1.C1C=C[NH+]=CC=1.[O-][Cr](Cl)(=O)=O.[Si](=O)=O. (6) Given the product [ClH:39].[NH2:19][C@:18]1([C:44]([O:46][CH2:54][CH3:55])=[O:45])[CH2:43][C@H:17]1[CH:16]=[CH2:15], predict the reactants needed to synthesize it. The reactants are: C(OC(N[C@@H]1C(=O)N2C[C@H](OC3C4C(=C([Cl:39])C=CC=4)C(OC)=CN=3)C[C@H]2C(=O)[NH:19][C@:18]2([C:44]([OH:46])=[O:45])[CH2:43][C@H:17]2[CH:16]=[CH:15]CCC(C)C[C@H]1C)=O)(C)(C)C.C(N1C=CN=C1)(N1[CH:55]=[CH:54]N=C1)=O.OC(C(F)(F)F)=O.FC1(S(N)(=O)=O)CC1.C1CCN2C(=NCCC2)CC1.